Dataset: Full USPTO retrosynthesis dataset with 1.9M reactions from patents (1976-2016). Task: Predict the reactants needed to synthesize the given product. (1) Given the product [CH2:1]([O:8][C@@H:9]1[C@@H:17]([CH:18]([OH:19])[CH3:29])[O:16][C@H:15]2[C@H:11]([N:12]=[C:13]([N:20]([CH3:28])[C:21](=[O:27])[O:22][C:23]([CH3:24])([CH3:25])[CH3:26])[S:14]2)[CH2:10]1)[C:2]1[CH:3]=[CH:4][CH:5]=[CH:6][CH:7]=1, predict the reactants needed to synthesize it. The reactants are: [CH2:1]([O:8][C@@H:9]1[C@@H:17]([CH:18]=[O:19])[O:16][C@H:15]2[C@H:11]([N:12]=[C:13]([N:20]([CH3:28])[C:21](=[O:27])[O:22][C:23]([CH3:26])([CH3:25])[CH3:24])[S:14]2)[CH2:10]1)[C:2]1[CH:7]=[CH:6][CH:5]=[CH:4][CH:3]=1.[CH3:29][Mg+].[Br-]. (2) Given the product [CH2:16]([O:15]/[C:9](=[CH:8]\[C:5]1[CH:6]=[CH:7][C:2]([C:28]2[CH:29]=[CH:30][CH:31]=[C:26]([NH:25][CH3:24])[CH:27]=2)=[CH:3][CH:4]=1)/[C:10]([O:12][CH2:13][CH3:14])=[O:11])[CH3:17], predict the reactants needed to synthesize it. The reactants are: Br[C:2]1[CH:7]=[CH:6][C:5](/[CH:8]=[C:9](\[O:15][CH2:16][CH3:17])/[C:10]([O:12][CH2:13][CH3:14])=[O:11])=[CH:4][CH:3]=1.C(=O)([O-])[O-].[Na+].[Na+].[CH3:24][NH:25][C:26]1[CH:31]=[CH:30][CH:29]=[C:28](B2OC(C)(C)C(C)(C)O2)[CH:27]=1. (3) Given the product [F:15][C:12]([F:14])([F:13])[C:7]([C:16]1[CH:17]=[CH:18][C:19]([CH:22]([S:23]([C:26]2[CH:27]=[CH:28][CH:29]=[CH:30][CH:31]=2)(=[O:24])=[O:25])[CH2:37][CH:36]=[CH2:35])=[CH:20][CH:21]=1)([OH:6])[C:8]([F:10])([F:11])[F:9], predict the reactants needed to synthesize it. The reactants are: C([Si](C)(C)[O:6][C:7]([C:16]1[CH:21]=[CH:20][C:19]([CH2:22][S:23]([C:26]2[CH:31]=[CH:30][CH:29]=[CH:28][CH:27]=2)(=[O:25])=[O:24])=[CH:18][CH:17]=1)([C:12]([F:15])([F:14])[F:13])[C:8]([F:11])([F:10])[F:9])(C)(C)C.[Li][CH2:35][CH2:36][CH2:37]C.CN1C(=O)N(C)CCC1.C(Br)C=C. (4) Given the product [CH3:3][N:4]1[C:12](=[O:13])[C:11]2=[CH:26][NH:27][CH:28]=[C:10]2[N:9]2[C@H:8]3[CH2:14][CH2:15][CH2:16][C@H:7]3[N:6]=[C:5]12, predict the reactants needed to synthesize it. The reactants are: [H-].[Na+].[CH3:3][N:4]1[C:12](=[O:13])[CH:11]=[CH:10][N:9]2[C:5]1=[N:6][C@@H:7]1[CH2:16][CH2:15][CH2:14][C@@H:8]12.C1(C)C=CC(S([CH2:26][N+:27]#[C-:28])(=O)=O)=CC=1. (5) Given the product [C:18]([OH:25])(=[O:24])[CH2:19][CH2:20][C:21]([OH:23])=[O:22].[NH2:11][CH2:12][CH2:13][S:14]([NH2:17])(=[O:16])=[O:15], predict the reactants needed to synthesize it. The reactants are: C([NH:11][CH2:12][CH2:13][S:14]([NH2:17])(=[O:16])=[O:15])(OCC1C=CC=CC=1)=O.[C:18]([OH:25])(=[O:24])[CH2:19][CH2:20][C:21]([OH:23])=[O:22]. (6) Given the product [CH3:1][O:2][C:3](=[O:21])[CH:4]([C:11]1[CH:16]=[CH:15][C:14]([S:23]([CH3:22])(=[O:25])=[O:24])=[C:13]([N+:18]([O-:20])=[O:19])[CH:12]=1)[CH2:5][CH:6]1[CH2:10][CH2:9][CH2:8][CH2:7]1, predict the reactants needed to synthesize it. The reactants are: [CH3:1][O:2][C:3](=[O:21])[CH:4]([C:11]1[CH:16]=[CH:15][C:14](Cl)=[C:13]([N+:18]([O-:20])=[O:19])[CH:12]=1)[CH2:5][CH:6]1[CH2:10][CH2:9][CH2:8][CH2:7]1.[CH3:22][S:23]([O-:25])=[O:24].[Na+].C(OCC)(=O)C.O.